Dataset: Catalyst prediction with 721,799 reactions and 888 catalyst types from USPTO. Task: Predict which catalyst facilitates the given reaction. (1) Reactant: [H-].[Na+].[CH:3]1([CH2:6][OH:7])[CH2:5][CH2:4]1.[Br:8][C:9]1[C:10](F)=[N:11][CH:12]=[C:13]([I:15])[CH:14]=1. Product: [Br:8][C:9]1[C:10]([O:7][CH2:6][CH:3]2[CH2:5][CH2:4]2)=[N:11][CH:12]=[C:13]([I:15])[CH:14]=1. The catalyst class is: 1. (2) Reactant: [NH2:1][C:2]1[CH:7]=[CH:6][C:5]([NH:8][C:9]2[N:10]=[C:11]([CH3:22])[C:12]3[CH:18]=[CH:17][C:16](=[O:19])[N:15]([CH2:20][CH3:21])[C:13]=3[N:14]=2)=[CH:4][CH:3]=1.[F:23][C:24]([F:35])([F:34])[C:25](O[C:25](=[O:26])[C:24]([F:35])([F:34])[F:23])=[O:26]. Product: [CH2:20]([N:15]1[C:13]2[N:14]=[C:9]([NH:8][C:5]3[CH:6]=[CH:7][C:2]([NH:1][C:25](=[O:26])[C:24]([F:35])([F:34])[F:23])=[CH:3][CH:4]=3)[N:10]=[C:11]([CH3:22])[C:12]=2[CH:18]=[CH:17][C:16]1=[O:19])[CH3:21]. The catalyst class is: 44. (3) The catalyst class is: 5. Product: [I:2][C:3]1[CH:4]=[C:5]2[C:10](=[CH:11][CH:12]=1)[N:9]([CH2:13][CH:14]1[CH2:18][CH2:17][N:16]([CH2:34][CH2:33][N:27]3[CH2:32][CH2:31][O:30][CH2:29][CH2:28]3)[CH2:15]1)[CH:8]=[C:7]([C:19]([O:21][CH2:22][CH3:23])=[O:20])[C:6]2=[O:24]. Reactant: Cl.[I:2][C:3]1[CH:4]=[C:5]2[C:10](=[CH:11][CH:12]=1)[N:9]([CH2:13][CH:14]1[CH2:18][CH2:17][NH:16][CH2:15]1)[CH:8]=[C:7]([C:19]([O:21][CH2:22][CH3:23])=[O:20])[C:6]2=[O:24].Cl.O.[N:27]1([CH2:33][CH:34]=O)[CH2:32][CH2:31][O:30][CH2:29][CH2:28]1.C([BH3-])#N.[Na+].O. (4) Reactant: [Li]CCCC.[CH3:6][C:7]1[C:11]([C:12](=[O:14])[CH3:13])=[CH:10][O:9][N:8]=1.[F:15][C:16]1[CH:21]=[C:20]([F:22])[CH:19]=[CH:18][C:17]=1/[C:23](=[N:25]/[S@@:26]([C:28]([CH3:31])([CH3:30])[CH3:29])=[O:27])/[CH3:24]. The catalyst class is: 1. Product: [F:15][C:16]1[CH:21]=[C:20]([F:22])[CH:19]=[CH:18][C:17]=1[C@@:23]([NH:25][S@@:26]([C:28]([CH3:29])([CH3:31])[CH3:30])=[O:27])([CH2:13][C:12]([C:11]1[C:7]([CH3:6])=[N:8][O:9][CH:10]=1)=[O:14])[CH3:24].